From a dataset of Reaction yield outcomes from USPTO patents with 853,638 reactions. Predict the reaction yield, written as a fraction of the theoretical maximum amount of product (1.0 means a 100% yield; for example, 0.34 means a 34% yield). (1) The reactants are [NH2:1][C:2]1[CH:3]=[CH:4][CH:5]=[C:6]2[C:10]=1[NH:9][C:8]([C:11]([O:13][CH2:14][CH3:15])=[O:12])=[CH:7]2.[F:16][C:17]([F:28])([F:27])[C:18](=O)[CH2:19][C:20](=O)[C:21]([F:24])([F:23])[F:22]. The catalyst is C(O)(=O)C. The product is [F:16][C:17]([F:27])([F:28])[C:18]1[C:3]2[CH:4]=[CH:5][C:6]3[CH:7]=[C:8]([C:11]([O:13][CH2:14][CH3:15])=[O:12])[NH:9][C:10]=3[C:2]=2[N:1]=[C:20]([C:21]([F:22])([F:23])[F:24])[CH:19]=1. The yield is 0.591. (2) The reactants are F[C:2](F)(F)[C:3]1[CH:8]=[CH:7][C:6]([CH:9]([NH2:13])[CH2:10][CH2:11][CH3:12])=[CH:5][CH:4]=1.[Cl:16][C:17]1[CH:22]=[N:21][CH:20]=[C:19](Cl)[N:18]=1.C(=O)([O-])[O-].[K+].[K+]. The catalyst is O1CCOCC1.C(OCC)(=O)C.O. The product is [Cl:16][C:17]1[N:18]=[C:19]([NH:13][CH:9]([C:6]2[CH:7]=[CH:8][C:3]([CH3:2])=[CH:4][CH:5]=2)[CH2:10][CH2:11][CH3:12])[CH:20]=[N:21][CH:22]=1. The yield is 0.0500.